Dataset: Full USPTO retrosynthesis dataset with 1.9M reactions from patents (1976-2016). Task: Predict the reactants needed to synthesize the given product. (1) Given the product [Cl:1][C:2]1[CH:9]=[CH:8][C:5](/[CH:6]=[N:18]/[C:15]2[CH:16]=[CH:17][C:12]([N:11]([CH3:19])[CH3:10])=[CH:13][CH:14]=2)=[CH:4][CH:3]=1, predict the reactants needed to synthesize it. The reactants are: [Cl:1][C:2]1[CH:9]=[CH:8][C:5]([CH:6]=O)=[CH:4][CH:3]=1.[CH3:10][N:11]([CH3:19])[C:12]1[CH:17]=[CH:16][C:15]([NH2:18])=[CH:14][CH:13]=1.CC(O)=O. (2) Given the product [Cl:1][C:2]1[CH:3]=[CH:4][C:5]([O:19][CH3:20])=[C:6]([C:8]2[N:9]=[C:10]([CH3:18])[S:11][C:12]=2[C:13]([OH:15])=[O:14])[CH:7]=1, predict the reactants needed to synthesize it. The reactants are: [Cl:1][C:2]1[CH:3]=[CH:4][C:5]([O:19][CH3:20])=[C:6]([C:8]2[N:9]=[C:10]([CH3:18])[S:11][C:12]=2[C:13]([O:15]CC)=[O:14])[CH:7]=1.[OH-].[K+].Cl. (3) Given the product [Cl:1][C:2]1[CH:7]=[C:6]([C:8]2[N:9]=[C:10]([N:24]3[CH2:25][CH2:26][NH:21][C:22](=[O:27])[CH2:23]3)[C:11]3[C:17]([O:18][CH3:19])=[CH:16][N:15]=[CH:14][C:12]=3[N:13]=2)[CH:5]=[CH:4][N:3]=1, predict the reactants needed to synthesize it. The reactants are: [Cl:1][C:2]1[CH:7]=[C:6]([C:8]2[N:9]=[C:10](O)[C:11]3[C:17]([O:18][CH3:19])=[CH:16][N:15]=[CH:14][C:12]=3[N:13]=2)[CH:5]=[CH:4][N:3]=1.[NH:21]1[CH2:26][CH2:25][NH:24][CH2:23][C:22]1=[O:27].C(OC(N1CCN(C2C3C(C4CC4)=CN=CC=3N=C(C3C=CN=C(Cl)C=3)N=2)CC1)=O)(C)(C)C. (4) Given the product [CH3:1][O:2][C:3]1[CH:8]=[CH:7][N:6]=[C:5]([CH2:9][CH2:10][C:11]([O:13][CH3:14])=[O:12])[CH:4]=1, predict the reactants needed to synthesize it. The reactants are: [CH3:1][O:2][C:3]1[CH:8]=[CH:7][N:6]=[C:5]([CH:9]=[CH:10][C:11]([O:13][CH3:14])=[O:12])[CH:4]=1. (5) Given the product [CH:1]1([O:6][C:7](=[O:33])[C@@H:8]([N:15]([CH2:16][C:17]2[CH:22]=[CH:21][C:20]([NH2:23])=[CH:19][CH:18]=2)[C:26]([O:28][C:29]([CH3:32])([CH3:31])[CH3:30])=[O:27])[C:9]2[CH:14]=[CH:13][CH:12]=[CH:11][CH:10]=2)[CH2:2][CH2:3][CH2:4][CH2:5]1, predict the reactants needed to synthesize it. The reactants are: [CH:1]1([O:6][C:7](=[O:33])[C@@H:8]([N:15]([C:26]([O:28][C:29]([CH3:32])([CH3:31])[CH3:30])=[O:27])[CH2:16][C:17]2[CH:22]=[CH:21][C:20]([N+:23]([O-])=O)=[CH:19][CH:18]=2)[C:9]2[CH:14]=[CH:13][CH:12]=[CH:11][CH:10]=2)[CH2:5][CH2:4][CH2:3][CH2:2]1.